This data is from Full USPTO retrosynthesis dataset with 1.9M reactions from patents (1976-2016). The task is: Predict the reactants needed to synthesize the given product. (1) The reactants are: CO[CH:3]1[CH2:7][CH2:6][CH:5](OC)O1.Cl.ClC1C=CN=CC=1.[NH2:18][C:19]1[C:24]2[O:25][C:26]3[CH:35]=[CH:34][C:33]([C:36]([OH:38])=[O:37])=[CH:32][C:27]=3[S:28](=[O:31])(=[O:30])[CH2:29][C:23]=2[CH:22]=[CH:21][CH:20]=1. Given the product [O:30]=[S:28]1(=[O:31])[C:27]2[CH:32]=[C:33]([C:36]([OH:38])=[O:37])[CH:34]=[CH:35][C:26]=2[O:25][C:24]2[C:19]([N:18]3[CH:3]=[CH:7][CH:6]=[CH:5]3)=[CH:20][CH:21]=[CH:22][C:23]=2[CH2:29]1, predict the reactants needed to synthesize it. (2) Given the product [CH:1]1([N:6]2[C:10](=[O:11])[C:9]3[CH:12]=[CH:13][C:14]([O:16][CH2:17][C:18]4[CH:19]=[C:20]([C:35]5[C:36]([O:37][CH3:38])=[CH:28][CH:29]=[C:30]([C:31]([OH:33])=[O:32])[CH:34]=5)[CH:21]=[CH:22][CH:23]=4)=[CH:15][C:8]=3[S:7]2)[CH2:5][CH2:4][CH2:3][CH2:2]1, predict the reactants needed to synthesize it. The reactants are: [CH:1]1([N:6]2[C:10](=[O:11])[C:9]3[CH:12]=[CH:13][C:14]([O:16][CH2:17][C:18]4[CH:19]=[C:20](B(O)O)[CH:21]=[CH:22][CH:23]=4)=[CH:15][C:8]=3[S:7]2)[CH2:5][CH2:4][CH2:3][CH2:2]1.I[C:28]1[CH:29]=[C:30]([CH:34]=[CH:35][C:36]=1[O:37][CH3:38])[C:31]([OH:33])=[O:32]. (3) Given the product [NH2:1][C@H:2]1[CH2:7][S:6][C@H:5]2[CH2:10][CH2:11][CH2:12][CH2:13][N:4]2[C:3]1=[O:14], predict the reactants needed to synthesize it. The reactants are: [NH2:1][C@H:2]1[C:7](C)(C)[S:6][C@H:5]2[CH2:10][CH2:11][CH2:12][CH2:13][N:4]2[C:3]1=[O:14].C1C2C(COC(N[C@@H](CSC(C3C=CC=CC=3)(C3C=CC=CC=3)C3C=CC=CC=3)C(O)=O)=O)C3C(=CC=CC=3)C=2C=CC=1. (4) Given the product [Cl:25][C:13]1[C:14]([NH:16][C:17]2[CH:21]=[C:20]([CH:22]3[CH2:24][CH2:23]3)[NH:19][N:18]=2)=[N:15][C:10]([C:2]2[O:1][CH:5]=[CH:4][CH:3]=2)=[N:11][CH:12]=1, predict the reactants needed to synthesize it. The reactants are: [O:1]1[CH:5]=[CH:4][CH:3]=[C:2]1B(O)O.Cl[C:10]1[N:15]=[C:14]([NH:16][C:17]2[CH:21]=[C:20]([CH:22]3[CH2:24][CH2:23]3)[NH:19][N:18]=2)[C:13]([Cl:25])=[CH:12][N:11]=1.C([O-])([O-])=O.[Na+].[Na+]. (5) Given the product [Cl:3][C:4]1[CH:27]=[CH:26][CH:25]=[CH:24][C:5]=1[CH2:6][O:7][C:8](=[O:23])[NH:9][C:10]1[CH:11]=[N:12][N:13]([CH2:15][C:16]2[N:17]=[C:18]([CH:21]([OH:29])[OH:22])[O:19][CH:20]=2)[CH:14]=1, predict the reactants needed to synthesize it. The reactants are: N#N.[Cl:3][C:4]1[CH:27]=[CH:26][CH:25]=[CH:24][C:5]=1[CH2:6][O:7][C:8](=[O:23])[NH:9][C:10]1[CH:11]=[N:12][N:13]([CH2:15][C:16]2[N:17]=[C:18]([CH2:21][OH:22])[O:19][CH:20]=2)[CH:14]=1.C(C#N)(C)=[O:29]. (6) Given the product [OH:1][C:2]([C:5]1[N:6]=[C:7]([C@H:11]2[CH2:16][N:15]([C:43]([C:35]3[CH:34]=[C:33]([CH3:32])[S:37][C:36]=3[N:38]3[N:39]=[CH:40][CH:41]=[N:42]3)=[O:45])[C@H:14]([CH3:31])[CH2:13][CH2:12]2)[O:8][C:9]=1[CH3:10])([CH3:4])[CH3:3], predict the reactants needed to synthesize it. The reactants are: [OH:1][C:2]([C:5]1[N:6]=[C:7]([C@H:11]2[CH2:16][N:15](C(C3C=CC=CC=3C3N=CC=CN=3)=O)[C@H:14]([CH3:31])[CH2:13][CH2:12]2)[O:8][C:9]=1[CH3:10])([CH3:4])[CH3:3].[CH3:32][C:33]1[S:37][C:36]([N:38]2[N:42]=[CH:41][CH:40]=[N:39]2)=[C:35]([C:43]([OH:45])=O)[CH:34]=1.C(OC1C=CC=CC=1C(O)=O)C. (7) Given the product [CH2:27]1[C:26]2[C:23]3[CH:24]=[CH:25][C:20]([N:3]4[CH:4]=[CH:5][C:6]([O:8][CH2:9][C:10]5[CH:15]=[CH:14][CH:13]=[C:12]([C:16]([F:18])([F:19])[F:17])[N:11]=5)=[CH:7][C:2]4=[O:1])=[CH:21][C:22]=3[O:33][C:32]=2[CH2:31][CH2:30][CH2:29][NH:28]1, predict the reactants needed to synthesize it. The reactants are: [O:1]=[C:2]1[CH:7]=[C:6]([O:8][CH2:9][C:10]2[CH:15]=[CH:14][CH:13]=[C:12]([C:16]([F:19])([F:18])[F:17])[N:11]=2)[CH:5]=[CH:4][N:3]1[C:20]1[CH:25]=[CH:24][C:23]2[C:26]3[CH2:27][N:28](C(OC(C)(C)C)=O)[CH2:29][CH2:30][CH2:31][C:32]=3[O:33][C:22]=2[CH:21]=1.Cl.C([O-])(O)=O.[Na+].